This data is from Reaction yield outcomes from USPTO patents with 853,638 reactions. The task is: Predict the reaction yield, written as a fraction of the theoretical maximum amount of product (1.0 means a 100% yield; for example, 0.34 means a 34% yield). (1) The reactants are [Cl:1][C:2]1[CH:3]=[C:4]([S:9](Cl)(=[O:11])=[O:10])[CH:5]=[CH:6][C:7]=1[Cl:8].[NH:13]1[CH2:18][CH2:17][CH:16]([CH2:19][NH:20][C:21](=[O:27])[O:22][C:23]([CH3:26])([CH3:25])[CH3:24])[CH2:15][CH2:14]1.C(N(CC)CC)C.CO. The catalyst is C(Cl)Cl. The product is [Cl:1][C:2]1[CH:3]=[C:4]([S:9]([N:13]2[CH2:18][CH2:17][CH:16]([CH2:19][NH:20][C:21](=[O:27])[O:22][C:23]([CH3:25])([CH3:24])[CH3:26])[CH2:15][CH2:14]2)(=[O:11])=[O:10])[CH:5]=[CH:6][C:7]=1[Cl:8]. The yield is 0.990. (2) The reactants are [NH2:1][C:2]1[CH:37]=[CH:36][C:5]([O:6][C:7]2[CH:12]=[CH:11][N:10]=[C:9]3[CH:13]=[C:14]([C:16]4[CH:35]=[CH:34][C:19]([CH2:20][N:21]5[CH2:26][CH2:25][N:24](C(OC(C)(C)C)=O)[CH2:23][CH2:22]5)=[CH:18][CH:17]=4)[S:15][C:8]=23)=[C:4]([F:38])[CH:3]=1.[C:39]1([CH2:45][C:46]([N:48]=[C:49]=[S:50])=[O:47])[CH:44]=[CH:43][CH:42]=[CH:41][CH:40]=1. The catalyst is CCO.C1(C)C=CC=CC=1. The product is [F:38][C:4]1[CH:3]=[C:2]([NH:1][C:49]([NH:48][C:46](=[O:47])[CH2:45][C:39]2[CH:40]=[CH:41][CH:42]=[CH:43][CH:44]=2)=[S:50])[CH:37]=[CH:36][C:5]=1[O:6][C:7]1[CH:12]=[CH:11][N:10]=[C:9]2[CH:13]=[C:14]([C:16]3[CH:17]=[CH:18][C:19]([CH2:20][N:21]4[CH2:22][CH2:23][NH:24][CH2:25][CH2:26]4)=[CH:34][CH:35]=3)[S:15][C:8]=12. The yield is 0.160. (3) The reactants are [Cl:1][C:2]1[C:23]([Cl:24])=[CH:22][C:21]2[C:4](=[CH:5][C:6]3[C:7](=[O:28])[C:8]4[C:17]([C:18](=[O:25])[C:19]=3[CH:20]=2)=[CH:16][C:15]2[C:10](=[CH:11][C:12]([Cl:27])=[C:13]([Cl:26])[CH:14]=2)[CH:9]=4)[CH:3]=1.[BH4-].[Na+]. The catalyst is CO. The product is [OH:28][C@H:7]1[C:8]2[C:17](=[CH:16][C:15]3[C:10]([CH:9]=2)=[CH:11][C:12]([Cl:27])=[C:13]([Cl:26])[CH:14]=3)[C@H:18]([OH:25])[C:19]2[CH:20]=[C:21]3[C:4]([CH:3]=[C:2]([Cl:1])[C:23]([Cl:24])=[CH:22]3)=[CH:5][C:6]1=2. The yield is 0.900.